From a dataset of Forward reaction prediction with 1.9M reactions from USPTO patents (1976-2016). Predict the product of the given reaction. (1) Given the reactants C([O:3][C:4]([C:6]1[NH:7][N:8]=[C:9]([C:13]2[S:14][CH:15]=[CH:16][CH:17]=2)[C:10]=1[C:11]#[N:12])=[O:5])C.[H-].[Na+].Br[CH2:21][C:22]1[CH:26]=[C:25]([C:27]2[S:28][C:29]([Cl:32])=[CH:30][CH:31]=2)[O:24][N:23]=1.[OH-].[Na+], predict the reaction product. The product is: [Cl:32][C:29]1[S:28][C:27]([C:25]2[O:24][N:23]=[C:22]([CH2:21][N:7]3[C:6]([C:4]([OH:3])=[O:5])=[C:10]([C:11]#[N:12])[C:9]([C:13]4[S:14][CH:15]=[CH:16][CH:17]=4)=[N:8]3)[CH:26]=2)=[CH:31][CH:30]=1. (2) Given the reactants [ClH:1].O1CCOCC1.[F:8][C@@H:9]1[CH2:14][CH2:13][N:12](C(OC(C)(C)C)=O)[CH2:11][C@@H:10]1[NH:22][C:23]1[CH:32]=[CH:31][C:30]2[C:25](=[CH:26][CH:27]=[CH:28][CH:29]=2)[N:24]=1, predict the reaction product. The product is: [ClH:1].[ClH:1].[F:8][C@@H:9]1[CH2:14][CH2:13][NH:12][CH2:11][C@@H:10]1[NH:22][C:23]1[CH:32]=[CH:31][C:30]2[C:25](=[CH:26][CH:27]=[CH:28][CH:29]=2)[N:24]=1. (3) Given the reactants [CH3:1][O:2][C:3]([C:5]1[S:6][C:7]([O:11][CH2:12][CH2:13][CH3:14])=[CH:8][C:9]=1[CH3:10])=[O:4].[Br:15]Br.ClC(Cl)Cl, predict the reaction product. The product is: [CH3:1][O:2][C:3]([C:5]1[S:6][C:7]([O:11][CH2:12][CH2:13][CH3:14])=[C:8]([Br:15])[C:9]=1[CH3:10])=[O:4]. (4) Given the reactants Br[C:2]1[S:3][C:4]2[C:9]([Cl:10])=[N:8][C:7]([S:11][CH2:12][C:13]3[CH:18]=[CH:17][CH:16]=[C:15]([F:19])[C:14]=3[F:20])=[N:6][C:5]=2[N:21]=1.[OH-:22].[K+].[CH3:24]O, predict the reaction product. The product is: [Cl:10][C:9]1[C:4]2[S:3][C:2]([O:22][CH3:24])=[N:21][C:5]=2[N:6]=[C:7]([S:11][CH2:12][C:13]2[CH:18]=[CH:17][CH:16]=[C:15]([F:19])[C:14]=2[F:20])[N:8]=1. (5) Given the reactants [CH3:1][C:2]1[S:6][C:5]([C:7]([NH2:9])=O)=[CH:4][CH:3]=1.COC1C=CC(P2(SP(C3C=CC(OC)=CC=3)(=S)S2)=[S:19])=CC=1.C(=O)([O-])O.[Na+], predict the reaction product. The product is: [CH3:1][C:2]1[S:6][C:5]([C:7](=[S:19])[NH2:9])=[CH:4][CH:3]=1.